Dataset: Reaction yield outcomes from USPTO patents with 853,638 reactions. Task: Predict the reaction yield, written as a fraction of the theoretical maximum amount of product (1.0 means a 100% yield; for example, 0.34 means a 34% yield). (1) The reactants are C1(=O)CCCC(=O)C1.C[C:10]1(C)[CH2:19][C:18]2[NH:17][C:16](=[S:20])[C:15]([C:21]#[N:22])=[CH:14][C:13]=2[C:12](=[O:23])[CH2:11]1. No catalyst specified. The product is [O:23]=[C:12]1[CH2:11][CH2:10][CH2:19][C:18]2[NH:17][C:16](=[S:20])[C:15]([C:21]#[N:22])=[CH:14][C:13]1=2. The yield is 0.520. (2) The reactants are [F:1][C:2]1[CH:3]=[N:4][C:5]([C@@H:8]([NH:10][C:11](=[O:13])C)[CH3:9])=[N:6][CH:7]=1.[CH3:14][C:15]([O:18]C(OC([O:18][C:15]([CH3:17])([CH3:16])[CH3:14])=O)=O)([CH3:17])[CH3:16].O.[OH-].[Li+].O. The yield is 0.800. The product is [C:15]([O:18][C:11](=[O:13])[NH:10][C@H:8]([C:5]1[N:4]=[CH:3][C:2]([F:1])=[CH:7][N:6]=1)[CH3:9])([CH3:17])([CH3:16])[CH3:14]. The catalyst is CN(C1C=CN=CC=1)C.C1COCC1.CCOCC.